From a dataset of Peptide-MHC class II binding affinity with 134,281 pairs from IEDB. Regression. Given a peptide amino acid sequence and an MHC pseudo amino acid sequence, predict their binding affinity value. This is MHC class II binding data. (1) The peptide sequence is GPKDNGGACGYKDVD. The MHC is DRB4_0101 with pseudo-sequence DRB4_0103. The binding affinity (normalized) is 0. (2) The peptide sequence is GNQNFLTVFDSTSCN. The MHC is DRB3_0202 with pseudo-sequence DRB3_0202. The binding affinity (normalized) is 0.0585.